From a dataset of Catalyst prediction with 721,799 reactions and 888 catalyst types from USPTO. Predict which catalyst facilitates the given reaction. (1) Reactant: [NH2:1][CH2:2][CH2:3][CH2:4][C@H:5]([NH:9][C:10]([C:12]1[CH:17]=[CH:16][C:15]([CH:18]([C:25]2[CH:30]=[CH:29][CH:28]=[CH:27][CH:26]=2)[C:19]2[CH:24]=[CH:23][CH:22]=[CH:21][CH:20]=2)=[CH:14][CH:13]=1)=[O:11])[C:6]([OH:8])=[O:7].[C:31]([OH:37])([C:33]([F:36])([F:35])[F:34])=[O:32].C(O)C.Cl.[C:42](=[NH:47])(OCC)[CH3:43]. Product: [C:19]1([CH:18]([C:25]2[CH:26]=[CH:27][CH:28]=[CH:29][CH:30]=2)[C:15]2[CH:16]=[CH:17][C:12]([C:10]([NH:9][C@@H:5]([CH2:4][CH2:3][CH2:2][NH:1][C:42](=[NH:47])[CH3:43])[C:6]([OH:8])=[O:7])=[O:11])=[CH:13][CH:14]=2)[CH:24]=[CH:23][CH:22]=[CH:21][CH:20]=1.[C:31]([OH:37])([C:33]([F:36])([F:35])[F:34])=[O:32]. The catalyst class is: 66. (2) Reactant: [F:1][C:2]1[C:3]([C:19]2[CH:24]=[C:23]([F:25])[CH:22]=[CH:21][C:20]=2[O:26][CH3:27])=[C:4]2[CH:10]=[C:9]([C:11]3[CH2:12][CH:13]4[CH2:17][NH:16][CH2:15][CH:14]4[CH:18]=3)[NH:8][C:5]2=[N:6][CH:7]=1.Cl[CH2:29][C:30]([N:32]([CH3:34])[CH3:33])=[O:31].C(N(CC)CC)C.O. Product: [F:1][C:2]1[C:3]([C:19]2[CH:24]=[C:23]([F:25])[CH:22]=[CH:21][C:20]=2[O:26][CH3:27])=[C:4]2[CH:10]=[C:9]([C:11]3[CH2:12][CH:13]4[CH2:17][N:16]([CH2:29][C:30]([N:32]([CH3:34])[CH3:33])=[O:31])[CH2:15][CH:14]4[CH:18]=3)[NH:8][C:5]2=[N:6][CH:7]=1. The catalyst class is: 391. (3) Reactant: [CH3:1][NH:2][C:3]1[S:4][CH:5]=[C:6]([C:8]2[CH:13]=[CH:12][CH:11]=[CH:10][CH:9]=2)[N:7]=1.[H-].[Na+].Br[CH2:17][C:18]1[CH:27]=[CH:26][C:21]([C:22]([O:24][CH3:25])=[O:23])=[CH:20][CH:19]=1.O. Product: [CH3:1][N:2]([CH2:17][C:18]1[CH:27]=[CH:26][C:21]([C:22]([O:24][CH3:25])=[O:23])=[CH:20][CH:19]=1)[C:3]1[S:4][CH:5]=[C:6]([C:8]2[CH:9]=[CH:10][CH:11]=[CH:12][CH:13]=2)[N:7]=1. The catalyst class is: 9. (4) Reactant: [CH:1]1[C:10]2[C:5](=[CH:6][CH:7]=[CH:8][CH:9]=2)[CH:4]=[CH:3][C:2]=1[CH2:11][O:12][CH:13]1[CH:18]([O:19][C:20]2[CH:25]=[CH:24][CH:23]=[CH:22][CH:21]=2)[CH2:17][CH2:16][N:15](C(OCC2C=CC=CC=2)=O)[CH2:14]1.C(C(C(C([O-])=O)O)O)([O-])=O.[Na+].[K+]. Product: [CH:1]1[C:10]2[C:5](=[CH:6][CH:7]=[CH:8][CH:9]=2)[CH:4]=[CH:3][C:2]=1[CH2:11][O:12][CH:13]1[CH:18]([O:19][C:20]2[CH:25]=[CH:24][CH:23]=[CH:22][CH:21]=2)[CH2:17][CH2:16][NH:15][CH2:14]1. The catalyst class is: 207. (5) Reactant: C([CH2:8][NH:9][CH2:10][CH:11]([OH:49])[CH2:12][N:13]1[CH2:24][CH2:23][N:22]([CH2:25][C:26]([O:28][C:29]([CH3:32])([CH3:31])[CH3:30])=[O:27])[CH2:21][CH2:20][N:19]([CH2:33][C:34]([O:36][C:37]([CH3:40])([CH3:39])[CH3:38])=[O:35])[CH2:18][CH2:17][N:16]([CH2:41][C:42]([O:44][C:45]([CH3:48])([CH3:47])[CH3:46])=[O:43])[CH2:15][CH2:14]1)C1C=CC=CC=1.O. Product: [CH3:8][NH:9][CH2:10][CH:11]([OH:49])[CH2:12][N:13]1[CH2:14][CH2:15][N:16]([CH2:41][C:42]([O:44][C:45]([CH3:46])([CH3:47])[CH3:48])=[O:43])[CH2:17][CH2:18][N:19]([CH2:33][C:34]([O:36][C:37]([CH3:40])([CH3:38])[CH3:39])=[O:35])[CH2:20][CH2:21][N:22]([CH2:25][C:26]([O:28][C:29]([CH3:32])([CH3:31])[CH3:30])=[O:27])[CH2:23][CH2:24]1. The catalyst class is: 19. (6) Reactant: Cl[C:2]1[CH:3]=[C:4]([C:8]2[N:13]=[CH:12][C:11]([O:14][CH3:15])=[CH:10][N:9]=2)[CH:5]=[CH:6][CH:7]=1.CC(C1C=C(C(C)C)C(C2C=CC=CC=2P(C2CCCCC2)C2CCCCC2)=C(C(C)C)C=1)C.[B:50]1([B:50]2[O:54][C:53]([CH3:56])([CH3:55])[C:52]([CH3:58])([CH3:57])[O:51]2)[O:54][C:53]([CH3:56])([CH3:55])[C:52]([CH3:58])([CH3:57])[O:51]1.CC([O-])=O.[K+]. Product: [CH3:15][O:14][C:11]1[CH:10]=[N:9][C:8]([C:4]2[CH:5]=[CH:6][CH:7]=[C:2]([B:50]3[O:54][C:53]([CH3:56])([CH3:55])[C:52]([CH3:58])([CH3:57])[O:51]3)[CH:3]=2)=[N:13][CH:12]=1. The catalyst class is: 62. (7) The catalyst class is: 189. Product: [Cl:12][C:8]1[N:7]=[C:6]([N:13]2[CH2:18][CH2:17][O:16][CH2:15][CH2:14]2)[C:5]2[C:10](=[CH:11][C:2]([C:23]3[CH:24]=[N:19][CH:20]=[N:21][CH:22]=3)=[CH:3][CH:4]=2)[N:9]=1. Reactant: Br[C:2]1[CH:11]=[C:10]2[C:5]([C:6]([N:13]3[CH2:18][CH2:17][O:16][CH2:15][CH2:14]3)=[N:7][C:8]([Cl:12])=[N:9]2)=[CH:4][CH:3]=1.[N:19]1[CH:24]=[C:23](B(O)O)[CH:22]=[N:21][CH:20]=1.C(=O)([O-])[O-].[Na+].[Na+].CN(C=O)C.